This data is from Catalyst prediction with 721,799 reactions and 888 catalyst types from USPTO. The task is: Predict which catalyst facilitates the given reaction. (1) Reactant: [CH2:1]([O:3][C:4](=[O:7])[CH2:5][NH2:6])[CH3:2].CCN(CC)CC.[CH:15](=O)[C:16]1[CH:21]=[CH:20][CH:19]=[CH:18][CH:17]=1.[O-]S([O-])(=O)=O.[Mg+2]. Product: [CH2:1]([O:3][C:4](=[O:7])[CH2:5][N:6]=[CH:15][C:16]1[CH:21]=[CH:20][CH:19]=[CH:18][CH:17]=1)[CH3:2]. The catalyst class is: 158. (2) Reactant: [Br:1][C:2]1[C:3]([O:16][C:17]2[CH:22]=[CH:21][C:20]([N+:23]([O-])=O)=[CH:19][C:18]=2[F:26])=[C:4]2[C:9](=[CH:10][CH:11]=1)[N:8]([C:12](=[O:14])[CH3:13])[C@@H:7]([CH3:15])[CH2:6][CH2:5]2.[Cl-].[NH4+].O1CCCC1.C(O)C. Product: [NH2:23][C:20]1[CH:21]=[CH:22][C:17]([O:16][C:3]2[C:2]([Br:1])=[CH:11][CH:10]=[C:9]3[C:4]=2[CH2:5][CH2:6][C@H:7]([CH3:15])[N:8]3[C:12](=[O:14])[CH3:13])=[C:18]([F:26])[CH:19]=1. The catalyst class is: 150. (3) The catalyst class is: 14. Reactant: C(N(CC)C(C)C)(C)C.Br[C:11]1[S:12][CH:13]=[C:14]([Br:16])[N:15]=1.[NH:17]1[CH2:22][CH2:21][O:20][CH2:19][CH2:18]1. Product: [Br:16][C:14]1[N:15]=[C:11]([N:17]2[CH2:22][CH2:21][O:20][CH2:19][CH2:18]2)[S:12][CH:13]=1. (4) Reactant: [OH:1][C:2]1[CH:11]=[C:10]2[C:5]([C:6](=[O:15])[CH2:7][CH:8]([C:12]([OH:14])=O)[O:9]2)=[CH:4][CH:3]=1.CN(C(ON1N=NC2C=CC=NC1=2)=[N+](C)C)C.F[P-](F)(F)(F)(F)F.[C:40]1([CH2:46][NH2:47])[CH:45]=[CH:44][CH:43]=[CH:42][CH:41]=1.CCN(C(C)C)C(C)C. Product: [CH2:46]([NH:47][C:12]([CH:8]1[CH2:7][C:6](=[O:15])[C:5]2[C:10](=[CH:11][C:2]([OH:1])=[CH:3][CH:4]=2)[O:9]1)=[O:14])[C:40]1[CH:45]=[CH:44][CH:43]=[CH:42][CH:41]=1. The catalyst class is: 3. (5) The catalyst class is: 104. Reactant: [CH2:1]([O:3][C:4](=[O:28])[CH2:5][C:6]1[CH:11]=[CH:10][CH:9]=[C:8]([O:12][C:13]2[CH:18]=[CH:17][C:16](Br)=[CH:15][C:14]=2[CH2:20][S:21][C:22]2[CH:27]=[CH:26][CH:25]=[CH:24][CH:23]=2)[CH:7]=1)[CH3:2].[CH3:29][N:30]1[CH:34]=[C:33](B2OC(C)(C)C(C)(C)O2)[CH:32]=[N:31]1.C(=O)([O-])[O-].[K+].[K+]. Product: [CH2:1]([O:3][C:4](=[O:28])[CH2:5][C:6]1[CH:11]=[CH:10][CH:9]=[C:8]([O:12][C:13]2[CH:18]=[CH:17][C:16]([C:33]3[CH:32]=[N:31][N:30]([CH3:29])[CH:34]=3)=[CH:15][C:14]=2[CH2:20][S:21][C:22]2[CH:27]=[CH:26][CH:25]=[CH:24][CH:23]=2)[CH:7]=1)[CH3:2]. (6) Reactant: [C@H:1]1([OH:8])[CH2:6][CH2:5][C@H:4]([OH:7])[CH2:3][CH2:2]1.N1C=CN=C1.[C:14]([Si:18]([CH3:21])([CH3:20])Cl)([CH3:17])([CH3:16])[CH3:15]. The catalyst class is: 9. Product: [C:14]([Si:18]([CH3:21])([CH3:20])[O:7][C@H:4]1[CH2:5][CH2:6][C@H:1]([OH:8])[CH2:2][CH2:3]1)([CH3:17])([CH3:16])[CH3:15]. (7) Reactant: [NH:1]([C:8]1[CH:16]=[C:15]([C:17](O)=[O:18])[C:14]([NH:20][C:21]2[CH:26]=[CH:25][CH:24]=[CH:23][CH:22]=2)=[CH:13][C:9]=1[C:10](O)=[O:11])[C:2]1[CH:7]=[CH:6][CH:5]=[CH:4][CH:3]=1.COC1C=CC(NC2C=C(C(O)=O)C(NC3C=CC(OC)=CC=3)=CC=2C(O)=O)=CC=1.CO. Product: [CH:24]1[CH:25]=[C:26]2[C:17]([C:15]3[C:14]([NH:20][C:21]2=[CH:22][CH:23]=1)=[CH:13][C:9]1[C:10]([C:7]2[C:2]([NH:1][C:8]=1[CH:16]=3)=[CH:3][CH:4]=[CH:5][CH:6]=2)=[O:11])=[O:18]. The catalyst class is: 6.